Dataset: M1 muscarinic receptor antagonist screen with 61,756 compounds. Task: Binary Classification. Given a drug SMILES string, predict its activity (active/inactive) in a high-throughput screening assay against a specified biological target. (1) The drug is O=C(Nc1ccc(cc1)C(OC)=O)CCN1CCCCC1. The result is 1 (active). (2) The molecule is O1c2cc3cc(CN(CCc4c(cccc4)C)C(=O)CC)c(=O)[nH]c3cc2OC1. The result is 0 (inactive). (3) The compound is Oc1c2c(n(CC(C)C)c(=O)c1C(=O)Nc1ncccc1O)CCCC2. The result is 0 (inactive). (4) The molecule is O(C(=O)C1CCN(CC1)C(=O)CCCOc1ccccc1)CC. The result is 0 (inactive). (5) The drug is o1c(=N)c2c(n(CCCC)c3nc4c(nc23)cccc4)nc1C. The result is 0 (inactive). (6) The molecule is Clc1c(NCc2n(CC)c(SCC(=O)NCc3ccccc3)nn2)cccc1. The result is 1 (active). (7) The drug is O=C1C(N(C(N)=C1c1cc(OC)c(OC)cc1)c1ccccc1)C. The result is 0 (inactive). (8) The drug is s\1c=2n(C3C(C(Oc4c3cccc4)(N2)C)C(=O)C)c(=O)c1=C\c1c(nn(c1)C)C. The result is 0 (inactive).